The task is: Predict the reaction yield, written as a fraction of the theoretical maximum amount of product (1.0 means a 100% yield; for example, 0.34 means a 34% yield).. This data is from Reaction yield outcomes from USPTO patents with 853,638 reactions. (1) The reactants are [CH2:1]([C:5]1[N:6]([CH2:15][C:16]2[CH:21]=[CH:20][C:19]([C:22]3[C:23]([C:28]#[N:29])=[CH:24][CH:25]=[CH:26][CH:27]=3)=[CH:18][CH:17]=2)[C:7](=[O:14])[C:8]([CH:12]=C)=[C:9]([CH3:11])[N:10]=1)[CH2:2][CH2:3][CH3:4].I([O-])(=O)(=O)=[O:31].[Na+].C(#N)C.O. The product is [CH2:1]([C:5]1[N:6]([CH2:15][C:16]2[CH:17]=[CH:18][C:19]([C:22]3[C:23]([C:28]#[N:29])=[CH:24][CH:25]=[CH:26][CH:27]=3)=[CH:20][CH:21]=2)[C:7](=[O:14])[C:8]([CH:12]=[O:31])=[C:9]([CH3:11])[N:10]=1)[CH2:2][CH2:3][CH3:4]. The yield is 0.710. The catalyst is CC(C)=O.[Os](=O)(=O)(=O)=O. (2) The reactants are C(=O)([O-])[O-].[K+].[K+].Br[C:8]1[CH:9]=[C:10]([CH:21]=[CH:22][CH:23]=1)[CH2:11][N:12]([CH3:20])[C:13](=[O:19])[O:14][C:15]([CH3:18])([CH3:17])[CH3:16].[OH:24][C:25]1[CH:30]=[CH:29][C:28](B(O)O)=[CH:27][CH:26]=1. The catalyst is COCCOC.O.C1(P([Pd](P(C2C=CC=CC=2)(C2C=CC=CC=2)C2C=CC=CC=2)(P(C2C=CC=CC=2)(C2C=CC=CC=2)C2C=CC=CC=2)P(C2C=CC=CC=2)(C2C=CC=CC=2)C2C=CC=CC=2)(C2C=CC=CC=2)C2C=CC=CC=2)C=CC=CC=1. The product is [OH:24][C:25]1[CH:30]=[CH:29][C:28]([C:8]2[CH:23]=[CH:22][CH:21]=[C:10]([CH2:11][N:12]([CH3:20])[C:13](=[O:19])[O:14][C:15]([CH3:18])([CH3:17])[CH3:16])[CH:9]=2)=[CH:27][CH:26]=1. The yield is 0.680. (3) The reactants are [CH3:1][O:2][C:3]1[CH:8]=[CH:7][C:6]([N+:9]([O-])=O)=[C:5]([F:12])[CH:4]=1. The catalyst is C(O)C.[Pd]. The product is [F:12][C:5]1[CH:4]=[C:3]([O:2][CH3:1])[CH:8]=[CH:7][C:6]=1[NH2:9]. The yield is 0.980. (4) The reactants are C(OC([N:8]1[CH2:13][CH2:12][N:11]([CH2:14][C:15]([NH:17][C:18]2[S:19][C:20]([C:28]([CH:30]3[CH2:35][CH2:34][O:33][CH2:32][CH2:31]3)=[O:29])=[C:21]([C:23]3[O:24][CH:25]=[CH:26][CH:27]=3)[N:22]=2)=[O:16])[CH2:10][CH2:9]1)=O)(C)(C)C.FC(F)(F)C(O)=O. The catalyst is ClCCl. The product is [O:24]1[CH:25]=[CH:26][CH:27]=[C:23]1[C:21]1[N:22]=[C:18]([NH:17][C:15](=[O:16])[CH2:14][N:11]2[CH2:12][CH2:13][NH:8][CH2:9][CH2:10]2)[S:19][C:20]=1[C:28]([CH:30]1[CH2:35][CH2:34][O:33][CH2:32][CH2:31]1)=[O:29]. The yield is 0.770. (5) The reactants are C1(P(C2C=CC=CC=2)C2C=CC=CC=2)C=CC=CC=1.[OH:20][C:21]1[C:22]([CH2:34][CH:35]=[C:36]([CH3:39])[CH2:37]O)=[C:23]([O:32][CH3:33])[C:24]([CH3:31])=[C:25]2[C:29]=1[C:28](=[O:30])[O:27][CH2:26]2.C(Br)(Br)(Br)[Br:41]. The catalyst is ClCCl. The product is [Br:41][CH2:37][C:36]([CH3:39])=[CH:35][CH2:34][C:22]1[C:21]([OH:20])=[C:29]2[C:25]([CH2:26][O:27][C:28]2=[O:30])=[C:24]([CH3:31])[C:23]=1[O:32][CH3:33]. The yield is 0.420. (6) The reactants are [F:1][C:2]1[CH:7]=[CH:6][C:5]([C:8]2[C:13]([O:14]CC3C=CC(OC)=CC=3)=[CH:12][CH:11]=[C:10]([CH3:24])[C:9]=2[CH:25]([O:30][C:31]([CH3:34])([CH3:33])[CH3:32])[C:26]([O:28][CH3:29])=[O:27])=[CH:4][CH:3]=1.C([O-])=O.[NH4+]. The catalyst is [Pd].CO. The product is [C:31]([O:30][CH:25]([C:9]1[C:10]([CH3:24])=[CH:11][CH:12]=[C:13]([OH:14])[C:8]=1[C:5]1[CH:6]=[CH:7][C:2]([F:1])=[CH:3][CH:4]=1)[C:26]([O:28][CH3:29])=[O:27])([CH3:34])([CH3:32])[CH3:33]. The yield is 1.00. (7) The yield is 0.750. The catalyst is C(Cl)Cl. The product is [Br:1][C:2]1[CH:7]=[CH:6][C:5]([CH:8]([Br:12])[CH3:9])=[CH:4][CH:3]=1. The reactants are [Br:1][C:2]1[CH:7]=[CH:6][C:5]([CH:8](O)[CH3:9])=[CH:4][CH:3]=1.P(Br)(Br)[Br:12].